From a dataset of Forward reaction prediction with 1.9M reactions from USPTO patents (1976-2016). Predict the product of the given reaction. (1) Given the reactants Br[CH2:2][CH2:3][CH:4]1[CH2:9][CH2:8][N:7]([C:10]2[CH:15]=[CH:14][C:13]([Cl:16])=[CH:12][C:11]=2[NH:17][C:18](=[O:26])[C:19]2[CH:24]=[CH:23][CH:22]=[C:21]([Cl:25])[CH:20]=2)[CH2:6][CH2:5]1.[OH:27][CH:28]1[CH2:33][CH2:32][NH:31][CH2:30][CH2:29]1.C(N(CC)C(C)C)(C)C, predict the reaction product. The product is: [Cl:25][C:21]1[CH:20]=[C:19]([CH:24]=[CH:23][CH:22]=1)[C:18]([NH:17][C:11]1[CH:12]=[C:13]([Cl:16])[CH:14]=[CH:15][C:10]=1[N:7]1[CH2:8][CH2:9][CH:4]([CH2:3][CH2:2][N:31]2[CH2:32][CH2:33][CH:28]([OH:27])[CH2:29][CH2:30]2)[CH2:5][CH2:6]1)=[O:26]. (2) Given the reactants [Cl:1][C:2]1[CH:15]=[CH:14][C:5]([CH2:6][NH:7][C:8](=[O:13])[C:9]([CH3:12])([CH3:11])[CH3:10])=[CH:4][C:3]=1[N:16]=[C:17]=S.[NH2:19][C:20]1[C:25]([NH2:26])=[CH:24][C:23]([N:27]2[CH2:31][CH2:30][CH:29]([C:32]#[N:33])[CH2:28]2)=[C:22]([Cl:34])[CH:21]=1.CC(C)N=C=NC(C)C, predict the reaction product. The product is: [Cl:1][C:2]1[CH:15]=[CH:14][C:5]([CH2:6][NH:7][C:8](=[O:13])[C:9]([CH3:12])([CH3:11])[CH3:10])=[CH:4][C:3]=1[NH:16][C:17]1[NH:26][C:25]2[CH:24]=[C:23]([N:27]3[CH2:31][CH2:30][CH:29]([C:32]#[N:33])[CH2:28]3)[C:22]([Cl:34])=[CH:21][C:20]=2[N:19]=1. (3) Given the reactants [C:1](Cl)(=[O:3])[CH3:2].[F:5][C:6]([F:44])([F:43])[C:7]1[CH:8]=[C:9]([CH:36]=[C:37]([C:39]([F:42])([F:41])[F:40])[CH:38]=1)[CH2:10][N:11]1[C:15]([N:16]2[CH2:21][CH2:20][NH:19][CH2:18][CH2:17]2)=[C:14]([C:22]([N:24]2[CH2:28][CH2:27][CH2:26][C@@H:25]2[C:29]2[CH:34]=[CH:33][CH:32]=[CH:31][C:30]=2[Cl:35])=[O:23])[N:13]=[N:12]1.C(N(CC)CC)C, predict the reaction product. The product is: [F:44][C:6]([F:5])([F:43])[C:7]1[CH:8]=[C:9]([CH:36]=[C:37]([C:39]([F:40])([F:42])[F:41])[CH:38]=1)[CH2:10][N:11]1[C:15]([N:16]2[CH2:21][CH2:20][N:19]([C:1](=[O:3])[CH3:2])[CH2:18][CH2:17]2)=[C:14]([C:22]([N:24]2[CH2:28][CH2:27][CH2:26][C@@H:25]2[C:29]2[CH:34]=[CH:33][CH:32]=[CH:31][C:30]=2[Cl:35])=[O:23])[N:13]=[N:12]1.